Dataset: Forward reaction prediction with 1.9M reactions from USPTO patents (1976-2016). Task: Predict the product of the given reaction. Given the reactants [NH2:1][C:2]1[C:7]([C:8]#[N:9])=[C:6]([C:10]2[CH:15]=[C:14]([F:16])[CH:13]=[CH:12][C:11]=2[F:17])[C:5]([C:18]#[N:19])=[C:4](O)[N:3]=1.P(Cl)(Cl)([Cl:23])=O, predict the reaction product. The product is: [NH2:1][C:2]1[C:7]([C:8]#[N:9])=[C:6]([C:10]2[CH:15]=[C:14]([F:16])[CH:13]=[CH:12][C:11]=2[F:17])[C:5]([C:18]#[N:19])=[C:4]([Cl:23])[N:3]=1.